This data is from NCI-60 drug combinations with 297,098 pairs across 59 cell lines. The task is: Regression. Given two drug SMILES strings and cell line genomic features, predict the synergy score measuring deviation from expected non-interaction effect. (1) Drug 1: C1CC(=O)NC(=O)C1N2CC3=C(C2=O)C=CC=C3N. Drug 2: CC1=C(C=C(C=C1)NC(=O)C2=CC=C(C=C2)CN3CCN(CC3)C)NC4=NC=CC(=N4)C5=CN=CC=C5. Cell line: LOX IMVI. Synergy scores: CSS=10.2, Synergy_ZIP=-0.189, Synergy_Bliss=2.38, Synergy_Loewe=0.637, Synergy_HSA=0.875. (2) Drug 1: CCC1=CC2CC(C3=C(CN(C2)C1)C4=CC=CC=C4N3)(C5=C(C=C6C(=C5)C78CCN9C7C(C=CC9)(C(C(C8N6C)(C(=O)OC)O)OC(=O)C)CC)OC)C(=O)OC.C(C(C(=O)O)O)(C(=O)O)O. Drug 2: CS(=O)(=O)CCNCC1=CC=C(O1)C2=CC3=C(C=C2)N=CN=C3NC4=CC(=C(C=C4)OCC5=CC(=CC=C5)F)Cl. Cell line: U251. Synergy scores: CSS=32.5, Synergy_ZIP=0.246, Synergy_Bliss=1.29, Synergy_Loewe=-26.2, Synergy_HSA=1.83. (3) Drug 1: CC12CCC(CC1=CCC3C2CCC4(C3CC=C4C5=CN=CC=C5)C)O. Drug 2: CCC1=C2CN3C(=CC4=C(C3=O)COC(=O)C4(CC)O)C2=NC5=C1C=C(C=C5)O. Cell line: PC-3. Synergy scores: CSS=15.4, Synergy_ZIP=-3.49, Synergy_Bliss=-1.90, Synergy_Loewe=-15.9, Synergy_HSA=-0.831.